Dataset: TCR-epitope binding with 47,182 pairs between 192 epitopes and 23,139 TCRs. Task: Binary Classification. Given a T-cell receptor sequence (or CDR3 region) and an epitope sequence, predict whether binding occurs between them. (1) The epitope is YYRRATRRIR. The TCR CDR3 sequence is CASSYGQGPAGELFF. Result: 0 (the TCR does not bind to the epitope). (2) The epitope is GLCTLVAML. The TCR CDR3 sequence is CASKDPGWFLAFF. Result: 1 (the TCR binds to the epitope). (3) The epitope is YIFFASFYY. The TCR CDR3 sequence is CSVGDRNNLELFF. Result: 0 (the TCR does not bind to the epitope). (4) The TCR CDR3 sequence is CSASPGAPSGANVLTF. Result: 0 (the TCR does not bind to the epitope). The epitope is FIAGLIAIV. (5) The epitope is LLLGIGILV. The TCR CDR3 sequence is CASSLGMGQPQHF. Result: 1 (the TCR binds to the epitope). (6) The epitope is FPPTSFGPL. The TCR CDR3 sequence is CASSPSDSYTYNEQFF. Result: 1 (the TCR binds to the epitope). (7) Result: 1 (the TCR binds to the epitope). The TCR CDR3 sequence is CATSDWGTAANTGELFF. The epitope is NYSGVVTTVMF. (8) The epitope is GILGFVFTL. The TCR CDR3 sequence is CASSPLAGYYNEQFF. Result: 1 (the TCR binds to the epitope). (9) The epitope is YLDAYNMMI. The TCR CDR3 sequence is CASSQEPGLAAYEQYF. Result: 0 (the TCR does not bind to the epitope). (10) The TCR CDR3 sequence is CASSAEIDGWGLVNEQFF. The epitope is RTLNAWVKV. Result: 0 (the TCR does not bind to the epitope).